This data is from Full USPTO retrosynthesis dataset with 1.9M reactions from patents (1976-2016). The task is: Predict the reactants needed to synthesize the given product. (1) Given the product [Cl:1][C:2]1[CH:34]=[C:33]([Cl:35])[CH:32]=[CH:31][C:3]=1[C:4]([N:6]([CH2:22][C:23]([N:25]1[CH2:26][CH2:27][O:28][CH2:29][CH2:30]1)=[O:24])[C:7]1[CH:11]=[C:10]([C:12]#[C:13][C:14]([CH3:17])([CH3:16])[CH3:15])[S:9][C:8]=1[C:18]([OH:20])=[O:19])=[O:5], predict the reactants needed to synthesize it. The reactants are: [Cl:1][C:2]1[CH:34]=[C:33]([Cl:35])[CH:32]=[CH:31][C:3]=1[C:4]([N:6]([CH2:22][C:23]([N:25]1[CH2:30][CH2:29][O:28][CH2:27][CH2:26]1)=[O:24])[C:7]1[CH:11]=[C:10]([C:12]#[C:13][C:14]([CH3:17])([CH3:16])[CH3:15])[S:9][C:8]=1[C:18]([O:20]C)=[O:19])=[O:5].C1COCC1.O[Li].O.Cl. (2) Given the product [Br:12][CH2:13][C:14]1[N:11]=[C:9]([NH:8][C:5]2[CH:4]=[CH:3][C:2]([Br:1])=[CH:7][N:6]=2)[S:10][CH:16]=1, predict the reactants needed to synthesize it. The reactants are: [Br:1][C:2]1[CH:3]=[CH:4][C:5]([NH:8][C:9]([NH2:11])=[S:10])=[N:6][CH:7]=1.[Br:12][CH2:13][C:14]([CH2:16]Br)=O.O. (3) Given the product [Cl:1][C:2]1[CH:3]=[C:4]([N:9]2[C:13]([C:14]3[CH:19]=[C:18]([O:20][CH3:21])[CH:17]=[C:16]([F:22])[CH:15]=3)=[CH:12][C:11]([C:23]([OH:25])=[O:24])=[N:10]2)[CH:5]=[CH:6][C:7]=1[F:8], predict the reactants needed to synthesize it. The reactants are: [Cl:1][C:2]1[CH:3]=[C:4]([N:9]2[C:13]([C:14]3[CH:19]=[C:18]([O:20][CH3:21])[CH:17]=[C:16]([F:22])[CH:15]=3)=[CH:12][C:11]([C:23]([O:25]CC)=[O:24])=[N:10]2)[CH:5]=[CH:6][C:7]=1[F:8].ClC1C=C(N2C(C3C=C(F)C=C(Cl)C=3)=CC(C(O)=O)=N2)C=CC=1F. (4) Given the product [Cl:1][C:14]1[N:13]=[C:12]([C:11]([Cl:19])([Cl:18])[Cl:10])[CH:17]=[CH:16][CH:15]=1, predict the reactants needed to synthesize it. The reactants are: [Cl:1]Cl.CC1C=CC=CN=1.[Cl:10][C:11]([Cl:19])([Cl:18])[C:12]1[CH:17]=[CH:16][CH:15]=[CH:14][N:13]=1. (5) Given the product [F:15][C:4]1[CH:3]=[C:2]([C:21]2[CH:22]=[CH:23][CH:24]=[CH:25][C:20]=2[S:17]([CH3:16])(=[O:19])=[O:18])[CH:7]=[CH:6][C:5]=1[C:8]1[CH:9]=[CH:10][C:11]([NH2:14])=[N:12][CH:13]=1, predict the reactants needed to synthesize it. The reactants are: Cl[C:2]1[CH:7]=[CH:6][C:5]([C:8]2[CH:9]=[CH:10][C:11]([NH2:14])=[N:12][CH:13]=2)=[C:4]([F:15])[CH:3]=1.[CH3:16][S:17]([C:20]1[CH:25]=[CH:24][CH:23]=[CH:22][C:21]=1B(O)O)(=[O:19])=[O:18].C1COCC1.[O-]P([O-])([O-])=O.[K+].[K+].[K+].